From a dataset of Catalyst prediction with 721,799 reactions and 888 catalyst types from USPTO. Predict which catalyst facilitates the given reaction. Reactant: [NH:1]([C:6]([O:8][C:9]([CH3:12])([CH3:11])[CH3:10])=[O:7])[CH2:2][C:3]([OH:5])=O.CN(C(ON1N=NC2C=CC=CC1=2)=[N+](C)C)C.F[P-](F)(F)(F)(F)F.[OH:37][CH2:38][C:39]1([C:45]([O:47][CH3:48])=[O:46])[CH2:44][CH2:43][NH:42][CH2:41][CH2:40]1.CCN(C(C)C)C(C)C. Product: [C:9]([O:8][C:6]([NH:1][CH2:2][C:3]([N:42]1[CH2:43][CH2:44][C:39]([CH2:38][OH:37])([C:45]([O:47][CH3:48])=[O:46])[CH2:40][CH2:41]1)=[O:5])=[O:7])([CH3:12])([CH3:11])[CH3:10]. The catalyst class is: 3.